Dataset: NCI-60 drug combinations with 297,098 pairs across 59 cell lines. Task: Regression. Given two drug SMILES strings and cell line genomic features, predict the synergy score measuring deviation from expected non-interaction effect. Drug 1: C(CC(=O)O)C(=O)CN.Cl. Drug 2: C1CN(CCN1C(=O)CCBr)C(=O)CCBr. Cell line: MDA-MB-231. Synergy scores: CSS=14.4, Synergy_ZIP=-3.93, Synergy_Bliss=1.60, Synergy_Loewe=-0.580, Synergy_HSA=0.637.